Dataset: Forward reaction prediction with 1.9M reactions from USPTO patents (1976-2016). Task: Predict the product of the given reaction. (1) Given the reactants CO[CH:3](OC)[CH2:4][NH:5][C:6](=[O:17])[CH2:7][C:8]1[CH:13]=[CH:12][CH:11]=[C:10]([O:14][CH3:15])[C:9]=1[CH3:16].Cl, predict the reaction product. The product is: [CH3:15][O:14][C:10]1[CH:11]=[CH:12][C:13]2[CH:3]=[CH:4][NH:5][C:6](=[O:17])[CH2:7][C:8]=2[C:9]=1[CH3:16]. (2) Given the reactants Cl.[NH2:2][CH2:3][CH2:4][NH:5][C:6]([C:8]1[O:9][C:10]([CH3:20])([C:14]2[CH:19]=[CH:18][CH:17]=[CH:16][CH:15]=2)[C:11](=[O:13])[CH:12]=1)=[O:7].[C:21](O)(=[O:41])[CH2:22][CH2:23][CH2:24]/[CH:25]=[CH:26]\[CH2:27]/[CH:28]=[CH:29]\[CH2:30]/[CH:31]=[CH:32]\[CH2:33]/[CH:34]=[CH:35]\[CH2:36]/[CH:37]=[CH:38]\[CH2:39][CH3:40], predict the reaction product. The product is: [C:21]([NH:2][CH2:3][CH2:4][NH:5][C:6]([C:8]1[O:9][C:10]([CH3:20])([C:14]2[CH:19]=[CH:18][CH:17]=[CH:16][CH:15]=2)[C:11](=[O:13])[CH:12]=1)=[O:7])(=[O:41])[CH2:22][CH2:23][CH2:24]/[CH:25]=[CH:26]\[CH2:27]/[CH:28]=[CH:29]\[CH2:30]/[CH:31]=[CH:32]\[CH2:33]/[CH:34]=[CH:35]\[CH2:36]/[CH:37]=[CH:38]\[CH2:39][CH3:40]. (3) Given the reactants [F:1][C:2]([F:20])([F:19])[C:3](=O)[CH2:4][C:5]([C:7]1[CH:17]=[CH:16][C:10]2[O:11][CH2:12][C:13](=[O:15])[NH:14][C:9]=2[CH:8]=1)=O.Cl.[N:22]1[CH:27]=[CH:26][CH:25]=[C:24]([NH:28][NH2:29])[CH:23]=1, predict the reaction product. The product is: [N:22]1[CH:27]=[CH:26][CH:25]=[C:24]([N:28]2[C:5]([C:7]3[CH:17]=[CH:16][C:10]4[O:11][CH2:12][C:13](=[O:15])[NH:14][C:9]=4[CH:8]=3)=[CH:4][C:3]([C:2]([F:20])([F:19])[F:1])=[N:29]2)[CH:23]=1. (4) Given the reactants [Si:1]([O:8][C@H:9]1[CH2:14][CH2:13][C@@:12]([C@H:16]2[CH2:24][CH2:23][C@@:22]3([CH3:25])[C@@H:18]([CH2:19][CH2:20][C:21]3=[O:26])[C@@H:17]2[CH2:27][O:28][Si:29]([C:32]([CH3:35])([CH3:34])[CH3:33])([CH3:31])[CH3:30])([CH3:15])[C@@H:11]([CH2:36][O:37][Si:38]([C:41]([CH3:44])([CH3:43])[CH3:42])([CH3:40])[CH3:39])[CH2:10]1)([C:4]([CH3:7])([CH3:6])[CH3:5])([CH3:3])[CH3:2].[Si](OS(C(F)(F)F)(=O)=O)(C)(C)C.CCOCC, predict the reaction product. The product is: [Si:1]([O:8][C@H:9]1[CH2:14][CH2:13][C@@:12]([C@H:16]2[CH2:24][CH2:23][C@@:22]3([CH3:25])[C@@H:18]([CH:19]=[CH:20][C:21]3=[O:26])[C@@H:17]2[CH2:27][O:28][Si:29]([C:32]([CH3:34])([CH3:33])[CH3:35])([CH3:31])[CH3:30])([CH3:15])[C@@H:11]([CH2:36][O:37][Si:38]([C:41]([CH3:44])([CH3:43])[CH3:42])([CH3:39])[CH3:40])[CH2:10]1)([C:4]([CH3:7])([CH3:5])[CH3:6])([CH3:3])[CH3:2]. (5) Given the reactants C[O:2][C:3]1[CH:4]=[C:5]2[C:15](=[O:16])[C:14]3[C:9](=[CH:10][CH:11]=[CH:12][CH:13]=3)[C:6]2=[N:7][CH:8]=1.[Cl-].[NH+]1C=CC=CC=1, predict the reaction product. The product is: [OH:2][C:3]1[CH:4]=[C:5]2[C:15](=[O:16])[C:14]3[C:9](=[CH:10][CH:11]=[CH:12][CH:13]=3)[C:6]2=[N:7][CH:8]=1. (6) Given the reactants [NH2:1][C:2]1[CH:10]=[C:9]2[C:5]([CH2:6][O:7][C:8]2=[C:11]2[C:19]3[C:14](=[CH:15][CH:16]=[CH:17][CH:18]=3)[NH:13][C:12]2=[O:20])=[CH:4][CH:3]=1.[CH3:21][O:22][C:23]1[CH:30]=[C:29]([O:31][CH3:32])[CH:28]=[CH:27][C:24]=1[CH:25]=O.C(O[BH-](OC(=O)C)OC(=O)C)(=O)C.[Na+], predict the reaction product. The product is: [CH3:21][O:22][C:23]1[CH:30]=[C:29]([O:31][CH3:32])[CH:28]=[CH:27][C:24]=1[CH2:25][NH:1][C:2]1[CH:10]=[C:9]2[C:5]([CH2:6][O:7][C:8]2=[C:11]2[C:19]3[C:14](=[CH:15][CH:16]=[CH:17][CH:18]=3)[NH:13][C:12]2=[O:20])=[CH:4][CH:3]=1. (7) Given the reactants [F:1][C:2]1([F:33])[O:6][C:5]2[CH:7]=[CH:8][C:9]([C:11]3([C:14]([NH:16][C@H:17]4[CH2:22][CH2:21][O:20][C@@H:19]([C:23]5[CH:24]=[C:25]([CH:30]=[CH:31][CH:32]=5)[C:26]([O:28]C)=[O:27])[CH2:18]4)=[O:15])[CH2:13][CH2:12]3)=[CH:10][C:4]=2[O:3]1.FC1(F)OC2C=CC(C3(C(N[C@@H]4CCO[C@H](C5C=C(C=CC=5)C(OC)=O)C4)=O)CC3)=CC=2O1, predict the reaction product. The product is: [F:33][C:2]1([F:1])[O:6][C:5]2[CH:7]=[CH:8][C:9]([C:11]3([C:14]([NH:16][C@H:17]4[CH2:22][CH2:21][O:20][C@@H:19]([C:23]5[CH:24]=[C:25]([CH:30]=[CH:31][CH:32]=5)[C:26]([OH:28])=[O:27])[CH2:18]4)=[O:15])[CH2:13][CH2:12]3)=[CH:10][C:4]=2[O:3]1. (8) Given the reactants [Br:1][C:2]1[N:7]=[C:6]([C:8]([OH:10])=O)[C:5]([S:11][C:12]2[CH:17]=[CH:16][C:15]([F:18])=[CH:14][CH:13]=2)=[N:4][CH:3]=1.Cl.CN(C)CCCN=C=NCC.ON1C2C=CC=CC=2N=N1.Cl.[NH2:42][C:43]1[CH:47]=[CH:46][N:45]([CH3:48])[N:44]=1.C(N(CC)CC)C, predict the reaction product. The product is: [Br:1][C:2]1[N:7]=[C:6]([C:8]([NH:42][C:43]2[CH:47]=[CH:46][N:45]([CH3:48])[N:44]=2)=[O:10])[C:5]([S:11][C:12]2[CH:17]=[CH:16][C:15]([F:18])=[CH:14][CH:13]=2)=[N:4][CH:3]=1. (9) Given the reactants [ClH:1].[CH2:2]([N:9]1[CH2:13][CH2:12][CH2:11][C@H:10]1[C:14]([N:16]1[CH2:21][CH2:20][CH:19]([CH2:22][C:23]2[CH:28]=[CH:27][C:26]([F:29])=[CH:25][CH:24]=2)[CH2:18][CH2:17]1)=O)[C:3]1[CH:8]=[CH:7][CH:6]=[CH:5][CH:4]=1.C1(N)C(F)=C(F)C(F)=C(N)C=1F.Cl.Cl, predict the reaction product. The product is: [ClH:1].[ClH:1].[CH2:2]([N:9]1[CH2:13][CH2:12][CH2:11][C@H:10]1[CH2:14][N:16]1[CH2:21][CH2:20][CH:19]([CH2:22][C:23]2[CH:24]=[CH:25][C:26]([F:29])=[CH:27][CH:28]=2)[CH2:18][CH2:17]1)[C:3]1[CH:8]=[CH:7][CH:6]=[CH:5][CH:4]=1. (10) Given the reactants [H-].[Na+].[Cl:3][C:4]1[N:9]=[CH:8][C:7]([C:10]2[NH:14][C:13]([C@@H:15]3[CH2:19][CH2:18][CH2:17][N:16]3[C:20]([O:22][C:23]([CH3:26])([CH3:25])[CH3:24])=[O:21])=[N:12][CH:11]=2)=[CH:6][N:5]=1.[CH3:27][Si:28]([CH2:31][CH2:32][O:33][CH2:34]Cl)([CH3:30])[CH3:29], predict the reaction product. The product is: [Cl:3][C:4]1[N:9]=[CH:8][C:7]([C:10]2[N:14]([CH2:34][O:33][CH2:32][CH2:31][Si:28]([CH3:30])([CH3:29])[CH3:27])[C:13]([C@@H:15]3[CH2:19][CH2:18][CH2:17][N:16]3[C:20]([O:22][C:23]([CH3:26])([CH3:25])[CH3:24])=[O:21])=[N:12][CH:11]=2)=[CH:6][N:5]=1.